Dataset: Catalyst prediction with 721,799 reactions and 888 catalyst types from USPTO. Task: Predict which catalyst facilitates the given reaction. (1) Product: [F:45][C:10]([F:9])([F:46])[C:11]1[CH:12]=[C:13]([CH:38]=[C:39]([C:41]([F:44])([F:42])[F:43])[CH:40]=1)[CH2:14][N:15]([C:32]1[N:33]=[N:34][N:35]([CH3:37])[N:36]=1)[C@H:16]1[CH2:22][CH2:21][CH2:20][N:19]([C:4](=[O:5])[CH:3]([CH2:7][CH3:8])[CH2:1][CH3:2])[C:18]2[CH:23]=[C:24]([C:28]([F:29])([F:30])[F:31])[C:25]([CH3:27])=[CH:26][C:17]1=2. The catalyst class is: 2. Reactant: [CH2:1]([CH:3]([CH2:7][CH3:8])[C:4](Cl)=[O:5])[CH3:2].[F:9][C:10]([F:46])([F:45])[C:11]1[CH:12]=[C:13]([CH:38]=[C:39]([C:41]([F:44])([F:43])[F:42])[CH:40]=1)[CH2:14][N:15]([C:32]1[N:33]=[N:34][N:35]([CH3:37])[N:36]=1)[C@H:16]1[CH2:22][CH2:21][CH2:20][NH:19][C:18]2[CH:23]=[C:24]([C:28]([F:31])([F:30])[F:29])[C:25]([CH3:27])=[CH:26][C:17]1=2.N1C=CC=CC=1. (2) Reactant: C[C:2]1[N:7]=[N:6][C:5]([C:8]2[CH:13]=[CH:12][CH:11]=[CH:10][CH:9]=2)=[C:4]([C:14]([OH:16])=O)[C:3]=1[C:17]1[CH:22]=[CH:21][CH:20]=[CH:19][CH:18]=1.CCN(C(C)C)C(C)C.CN(C(ON1N=NC2C=CC=NC1=2)=[N+](C)C)C.F[P-](F)(F)(F)(F)F.[NH2:56][CH:57]([CH3:60])[CH2:58][OH:59]. Product: [OH:59][CH2:58][CH:57]([NH:56][C:14]([C:4]1[C:3]([C:17]2[CH:18]=[CH:19][CH:20]=[CH:21][CH:22]=2)=[CH:2][N:7]=[N:6][C:5]=1[C:8]1[CH:13]=[CH:12][CH:11]=[CH:10][CH:9]=1)=[O:16])[CH3:60]. The catalyst class is: 18. (3) Reactant: Br[CH2:2][CH2:3][NH:4][S:5]([C:8]1[CH:13]=[CH:12][C:11]([Cl:14])=[CH:10][CH:9]=1)(=[O:7])=[O:6].C([SnH](CCCC)CCCC)CCC.N(C(C)(C)C#N)=NC(C)(C)C#N. Product: [Cl:14][C:11]1[CH:10]=[CH:9][C:8]2[S:5](=[O:7])(=[O:6])[NH:4][CH2:3][CH2:2][C:13]=2[CH:12]=1. The catalyst class is: 48. (4) Reactant: [O:1]1[C:5]2[CH:6]=[CH:7][C:8]([C:10]3([C:13]([NH:15][C:16]4[CH:21]=[CH:20][C:19]([CH:22]([OH:31])[C:23]5[CH:28]=[CH:27][CH:26]=[CH:25][C:24]=5[O:29][CH3:30])=[CH:18][N:17]=4)=[O:14])[CH2:12][CH2:11]3)=[CH:9][C:4]=2[O:3][CH2:2]1.O.CC1C=CC(S(O)(=O)=O)=CC=1.[CH2:44](O)[CH2:45][CH2:46][OH:47]. Product: [O:1]1[C:5]2[CH:6]=[CH:7][C:8]([C:10]3([C:13]([NH:15][C:16]4[CH:21]=[CH:20][C:19]([CH:22]([O:31][CH2:44][CH2:45][CH2:46][OH:47])[C:23]5[CH:28]=[CH:27][CH:26]=[CH:25][C:24]=5[O:29][CH3:30])=[CH:18][N:17]=4)=[O:14])[CH2:12][CH2:11]3)=[CH:9][C:4]=2[O:3][CH2:2]1. The catalyst class is: 11. (5) Reactant: Cl.[O:2]=[C:3]1[CH2:8][NH:7][CH2:6][CH2:5][N:4]1[C:9]1[CH:10]=[C:11]2[C:16](=[CH:17][CH:18]=1)[CH:15]=[C:14]([C:19]#[N:20])[CH:13]=[CH:12]2.[O:21]=[C:22]1[C:26]2[CH:27]=[CH:28][C:29]([CH2:31][CH:32]=O)=[CH:30][C:25]=2[CH2:24][O:23]1.[Na]. Product: [O:2]=[C:3]1[CH2:8][N:7]([CH2:32][CH2:31][C:29]2[CH:28]=[CH:27][C:26]3[C:22](=[O:21])[O:23][CH2:24][C:25]=3[CH:30]=2)[CH2:6][CH2:5][N:4]1[C:9]1[CH:10]=[C:11]2[C:16](=[CH:17][CH:18]=1)[CH:15]=[C:14]([C:19]#[N:20])[CH:13]=[CH:12]2. The catalyst class is: 699.